This data is from Full USPTO retrosynthesis dataset with 1.9M reactions from patents (1976-2016). The task is: Predict the reactants needed to synthesize the given product. (1) Given the product [CH2:22]([O:21][CH:20]([O:24][CH2:25][CH3:26])[C:18]1[CH2:17][N:13]2[CH:14]=[CH:15][C:16]3[C:11]([CH:10]=[C:4]([C:5]([O:7][CH2:8][CH3:9])=[O:6])[N:1]=3)=[C:12]2[N:19]=1)[CH3:23], predict the reactants needed to synthesize it. The reactants are: [N:1]([C:4](=[CH:10][C:11]1[C:12]2[N:13]([CH:17]=[C:18]([CH:20]([O:24][CH2:25][CH3:26])[O:21][CH2:22][CH3:23])[N:19]=2)[CH:14]=[CH:15][CH:16]=1)[C:5]([O:7][CH2:8][CH3:9])=[O:6])=[N+]=[N-].[K+].[Br-]. (2) The reactants are: [F:1][C:2]1[C:7]2[N:8]=[C:9]([CH2:11][C:12]([NH:14][NH2:15])=[O:13])[S:10][C:6]=2[CH:5]=[C:4]([C:16]2[CH:21]=[CH:20][CH:19]=[CH:18][CH:17]=2)[CH:3]=1.[S:22]([CH2:26][C:27](O)=O)(=[O:25])(=[O:24])[NH2:23]. Given the product [F:1][C:2]1[C:7]2[N:8]=[C:9]([CH2:11][C:12]3[O:13][C:27]([CH2:26][S:22]([NH2:23])(=[O:25])=[O:24])=[N:15][N:14]=3)[S:10][C:6]=2[CH:5]=[C:4]([C:16]2[CH:21]=[CH:20][CH:19]=[CH:18][CH:17]=2)[CH:3]=1, predict the reactants needed to synthesize it. (3) The reactants are: [OH:1][C:2]1[C:7](=[O:8])[CH:6]=[CH:5][NH:4][C:3]=1[CH3:9].C(=O)([O-])[O-].[K+].[K+].[C:16]([CH:20](OC(F)(F)F)[OH:21])([F:19])([F:18])[F:17]. Given the product [OH:1][C:2]1[C:7](=[O:8])[C:6]([CH:20]([OH:21])[C:16]([F:19])([F:18])[F:17])=[CH:5][NH:4][C:3]=1[CH3:9], predict the reactants needed to synthesize it.